Dataset: Catalyst prediction with 721,799 reactions and 888 catalyst types from USPTO. Task: Predict which catalyst facilitates the given reaction. (1) Product: [NH2:12][C:11]1[CH:10]=[C:9]2[C:5]([C:6]([C:35]3[CH:40]=[CH:39][N:38]=[C:37]([CH3:41])[CH:36]=3)=[N:7][N:8]2[C:16]([C:23]2[CH:28]=[CH:27][CH:26]=[CH:25][CH:24]=2)([C:29]2[CH:30]=[CH:31][CH:32]=[CH:33][CH:34]=2)[C:17]2[CH:18]=[CH:19][CH:20]=[CH:21][CH:22]=2)=[CH:4][C:3]=1[CH:1]=[O:2]. The catalyst class is: 5. Reactant: [CH:1]([C:3]1[CH:4]=[C:5]2[C:9](=[CH:10][C:11]=1[NH:12]C(=O)C)[N:8]([C:16]([C:29]1[CH:34]=[CH:33][CH:32]=[CH:31][CH:30]=1)([C:23]1[CH:28]=[CH:27][CH:26]=[CH:25][CH:24]=1)[C:17]1[CH:22]=[CH:21][CH:20]=[CH:19][CH:18]=1)[N:7]=[C:6]2[C:35]1[CH:40]=[CH:39][N:38]=[C:37]([CH3:41])[CH:36]=1)=[O:2].O=S(Cl)Cl. (2) Reactant: [N:1]1C=CC=CC=1.Br[CH2:8][C:9](=O)[C:10]([O:12][CH2:13][CH3:14])=[O:11].[NH2:16][C:17]1[CH:24]=[C:23]([Br:25])[C:22]([F:26])=[CH:21][C:18]=1[CH:19]=O.N1CCCC1. Product: [NH2:1][C:8]1[C:9]([C:10]([O:12][CH2:13][CH3:14])=[O:11])=[N:16][C:17]2[C:18]([CH:19]=1)=[CH:21][C:22]([F:26])=[C:23]([Br:25])[CH:24]=2. The catalyst class is: 14. (3) Reactant: [Cl:1][C:2]1[CH:3]=[C:4]([NH2:20])[C:5]([NH:8][CH2:9][C@@H:10]2[CH2:14][CH2:13][N:12]([C:15]([CH:17]3[CH2:19][CH2:18]3)=[O:16])[CH2:11]2)=[N:6][CH:7]=1.[CH3:21][C:22]1[CH:27]=[CH:26][CH:25]=[CH:24][C:23]=1[C:28]1[CH:33]=[CH:32][C:31]([CH:34]=O)=[CH:30][CH:29]=1. Product: [Cl:1][C:2]1[CH:3]=[C:4]2[N:20]=[C:34]([C:31]3[CH:32]=[CH:33][C:28]([C:23]4[CH:24]=[CH:25][CH:26]=[CH:27][C:22]=4[CH3:21])=[CH:29][CH:30]=3)[N:8]([CH2:9][C@@H:10]3[CH2:14][CH2:13][N:12]([C:15]([CH:17]4[CH2:18][CH2:19]4)=[O:16])[CH2:11]3)[C:5]2=[N:6][CH:7]=1. The catalyst class is: 51. (4) Reactant: [CH3:1][N:2]([CH2:4][C:5]1[C:13]2[O:12][N:11]=[C:10]([CH2:14][CH2:15][CH:16]3[CH2:21][CH2:20][NH:19][CH2:18][CH2:17]3)[C:9]=2[CH:8]=[CH:7][C:6]=1[O:22][CH2:23][C:24]1[CH:25]=[CH:26][C:27]([C:30]#[N:31])=[N:28][CH:29]=1)[CH3:3].[CH:32](=O)[C:33]1[CH:38]=[CH:37][CH:36]=[CH:35][CH:34]=1.C(O[BH-](OC(=O)C)OC(=O)C)(=O)C.[Na+].C(=O)(O)[O-].[Na+].C(=O)([O-])[O-].[Na+].[Na+]. Product: [CH2:32]([N:19]1[CH2:18][CH2:17][CH:16]([CH2:15][CH2:14][C:10]2[C:9]3[CH:8]=[CH:7][C:6]([O:22][CH2:23][C:24]4[CH:25]=[CH:26][C:27]([C:30]#[N:31])=[N:28][CH:29]=4)=[C:5]([CH2:4][N:2]([CH3:3])[CH3:1])[C:13]=3[O:12][N:11]=2)[CH2:21][CH2:20]1)[C:33]1[CH:38]=[CH:37][CH:36]=[CH:35][CH:34]=1. The catalyst class is: 322. (5) Product: [O:1]=[C:2]1[CH2:8][CH2:7][C:6]2[CH:13]=[CH:14][CH:15]=[CH:16][C:5]=2[CH2:4][CH2:3]1. The catalyst class is: 8. Reactant: [O:1]=[C:2]1[CH:8](C(OC)=O)[CH2:7][C:6]2[CH:13]=[CH:14][CH:15]=[CH:16][C:5]=2[CH2:4][CH:3]1C(OC)=O.[OH-].[K+]. (6) The catalyst class is: 5. Product: [CH:19]1([CH2:22][NH:14][CH2:13][CH2:12][N:9]2[CH2:8][CH2:7][CH:6]([O:5][C:4]3[CH:15]=[CH:16][C:17]([F:18])=[C:2]([F:1])[CH:3]=3)[CH2:11][CH2:10]2)[CH2:21][CH2:20]1. Reactant: [F:1][C:2]1[CH:3]=[C:4]([CH:15]=[CH:16][C:17]=1[F:18])[O:5][CH:6]1[CH2:11][CH2:10][N:9]([CH2:12][CH2:13][NH2:14])[CH2:8][CH2:7]1.[CH:19]1([CH:22]=O)[CH2:21][CH2:20]1.